From a dataset of Peptide-MHC class II binding affinity with 134,281 pairs from IEDB. Regression. Given a peptide amino acid sequence and an MHC pseudo amino acid sequence, predict their binding affinity value. This is MHC class II binding data. (1) The peptide sequence is SGMAEATSLDTMAQM. The MHC is DRB5_0101 with pseudo-sequence DRB5_0101. The binding affinity (normalized) is 0.162. (2) The peptide sequence is IGLVTQTINDFYFVI. The MHC is HLA-DQA10201-DQB10202 with pseudo-sequence HLA-DQA10201-DQB10202. The binding affinity (normalized) is 0.532. (3) The peptide sequence is PDDPRNWAGVTSVSI. The MHC is HLA-DQA10101-DQB10501 with pseudo-sequence HLA-DQA10101-DQB10501. The binding affinity (normalized) is 0.0909. (4) The peptide sequence is FVQALTTAAASYASV. The MHC is DRB1_0405 with pseudo-sequence DRB1_0405. The binding affinity (normalized) is 0.696.